Dataset: Forward reaction prediction with 1.9M reactions from USPTO patents (1976-2016). Task: Predict the product of the given reaction. Given the reactants [Cl:1][C:2]1[N:3]=[C:4]([C:9]([NH:11][C@H:12]2[CH2:17][CH2:16][N:15]([C:18]3[S:19][C:20]([C:24]([NH:26][CH2:27][CH2:28][C:29]#[N:30])=O)=[C:21]([CH3:23])[N:22]=3)[CH2:14][C@H:13]2[O:31][CH3:32])=[O:10])[NH:5][C:6]=1[CH2:7][CH3:8].C1(P(C2C=CC=CC=2)C2C=CC=CC=2)C=CC=CC=1.N(C(OC(C)C)=O)=NC(OC(C)C)=O.C[Si]([N:70]=[N+:71]=[N-:72])(C)C, predict the reaction product. The product is: [Cl:1][C:2]1[N:3]=[C:4]([C:9]([NH:11][C@H:12]2[CH2:17][CH2:16][N:15]([C:18]3[S:19][C:20]([C:24]4[N:26]([CH2:27][CH2:28][C:29]#[N:30])[N:72]=[N:71][N:70]=4)=[C:21]([CH3:23])[N:22]=3)[CH2:14][C@H:13]2[O:31][CH3:32])=[O:10])[NH:5][C:6]=1[CH2:7][CH3:8].